Dataset: Catalyst prediction with 721,799 reactions and 888 catalyst types from USPTO. Task: Predict which catalyst facilitates the given reaction. (1) The catalyst class is: 7. Reactant: Cl.[NH2:2][OH:3].[C:4]1([C:25]2[CH:30]=[CH:29][CH:28]=[CH:27][CH:26]=2)[CH:9]=[CH:8][C:7]([S:10]([NH:13][C:14]2[CH:19]=[CH:18][C:17]([CH:20]=[CH:21][C:22](Cl)=[O:23])=[CH:16][CH:15]=2)(=[O:12])=[O:11])=[CH:6][CH:5]=1. Product: [OH:3][NH:2][C:22](=[O:23])/[CH:21]=[CH:20]/[C:17]1[CH:18]=[CH:19][C:14]([NH:13][S:10]([C:7]2[CH:8]=[CH:9][C:4]([C:25]3[CH:30]=[CH:29][CH:28]=[CH:27][CH:26]=3)=[CH:5][CH:6]=2)(=[O:12])=[O:11])=[CH:15][CH:16]=1. (2) Product: [CH3:24][O:23][C:18]1[CH:17]=[C:16]([O:25][CH3:26])[CH:15]=[C:14]2[C:19]=1[C:20](=[O:22])[NH:21][C:12]([C:8]1[CH:9]=[C:10]([CH3:11])[C:5]([O:4][CH2:3][CH2:2][NH:1][C:30]([NH:29][CH3:28])=[O:31])=[C:6]([CH3:27])[CH:7]=1)=[N:13]2. Reactant: [NH2:1][CH2:2][CH2:3][O:4][C:5]1[C:10]([CH3:11])=[CH:9][C:8]([C:12]2[NH:21][C:20](=[O:22])[C:19]3[C:14](=[CH:15][C:16]([O:25][CH3:26])=[CH:17][C:18]=3[O:23][CH3:24])[N:13]=2)=[CH:7][C:6]=1[CH3:27].[CH3:28][N:29]=[C:30]=[O:31].CCN(CC)CC. The catalyst class is: 1. (3) Reactant: [C:1]([C:5]1[CH:18]=[CH:17][CH:16]=[CH:15][C:6]=1[O:7][C:8]1[C:13](I)=[CH:12][CH:11]=[CH:10][N:9]=1)([CH3:4])([CH3:3])[CH3:2].[Li]CCCC.CCCCC.[B:29](OC(C)C)([O:34]C(C)C)[O:30]C(C)C.[Li+].[OH-]. Product: [C:1]([C:5]1[CH:18]=[CH:17][CH:16]=[CH:15][C:6]=1[O:7][C:8]1[C:13]([B:29]([OH:34])[OH:30])=[CH:12][CH:11]=[CH:10][N:9]=1)([CH3:4])([CH3:3])[CH3:2]. The catalyst class is: 20.